This data is from Forward reaction prediction with 1.9M reactions from USPTO patents (1976-2016). The task is: Predict the product of the given reaction. (1) Given the reactants Cl.[NH2:2][CH2:3][C:4](=[O:9])[CH2:5][CH2:6][CH2:7][CH3:8].Cl[C:11](=O)[C:12]([O:14][CH2:15][CH3:16])=[O:13].C(N(C(C)C)CC)(C)C.P(Cl)(Cl)(Cl)=O.C(=O)(O)[O-].[Na+], predict the reaction product. The product is: [CH2:5]([C:4]1[O:9][C:11]([C:12]([O:14][CH2:15][CH3:16])=[O:13])=[N:2][CH:3]=1)[CH2:6][CH2:7][CH3:8]. (2) Given the reactants [Br:1][C:2]1[CH:3]=[N:4][C:5]2[N:6]([N:8]=[C:9]([C:11]([OH:13])=O)[CH:10]=2)[CH:7]=1.[CH3:14][CH:15]1[C:24]2[C:19](=[CH:20][CH:21]=[C:22]([N+:25]([O-:27])=[O:26])[CH:23]=2)[CH2:18][CH2:17][NH:16]1, predict the reaction product. The product is: [Br:1][C:2]1[CH:3]=[N:4][C:5]2[N:6]([N:8]=[C:9]([C:11]([N:16]3[CH2:17][CH2:18][C:19]4[C:24](=[CH:23][C:22]([N+:25]([O-:27])=[O:26])=[CH:21][CH:20]=4)[CH:15]3[CH3:14])=[O:13])[CH:10]=2)[CH:7]=1. (3) Given the reactants [NH2:1][C:2]1[C:3]2[CH:24]=[C:23]3[C:18]([CH2:19][CH2:20][CH2:21][CH2:22]3)=[CH:17][C:4]=2[O:5][C:6]=1[C:7]([C:9]1[CH:14]=[CH:13][C:12]([Cl:15])=[CH:11][C:10]=1[Cl:16])=[O:8].[C:25](Cl)(=[O:27])[CH3:26].[C:29](OCC)(=[O:31])[CH3:30].CCCCCC, predict the reaction product. The product is: [C:25]([N:1]([C:2]1[C:3]2[CH:24]=[C:23]3[C:18]([CH2:19][CH2:20][CH2:21][CH2:22]3)=[CH:17][C:4]=2[O:5][C:6]=1[C:7](=[O:8])[C:9]1[CH:14]=[CH:13][C:12]([Cl:15])=[CH:11][C:10]=1[Cl:16])[C:29](=[O:31])[CH3:30])(=[O:27])[CH3:26]. (4) The product is: [CH3:31][N:32]([CH3:35])[N:33]([CH3:34])[C:11]([C:9]1[CH:8]=[CH:7][C:6]2[N:2]([CH3:1])[C:3]([NH:14][C:15]3[S:16][C:17]4[CH:23]=[C:22]([O:24][C:25]([F:26])([F:28])[F:27])[CH:21]=[CH:20][C:18]=4[N:19]=3)=[N:4][C:5]=2[CH:10]=1)=[O:13]. Given the reactants [CH3:1][N:2]1[C:6]2[CH:7]=[CH:8][C:9]([C:11]([OH:13])=O)=[CH:10][C:5]=2[N:4]=[C:3]1[NH:14][C:15]1[S:16][C:17]2[CH:23]=[C:22]([O:24][C:25]([F:28])([F:27])[F:26])[CH:21]=[CH:20][C:18]=2[N:19]=1.Cl.Cl.[CH3:31][N:32]([CH3:35])[NH:33][CH3:34].CN(C(ON1N=NC2C=CC=CC1=2)=[N+](C)C)C.F[P-](F)(F)(F)(F)F.CCN(C(C)C)C(C)C, predict the reaction product. (5) Given the reactants [CH2:1]([O:8][C:9]([NH:11][CH:12]([C:32](=[O:57])[NH:33][CH:34]([C:43](=[O:56])[N:44]([CH2:48][CH:49]([O:53][CH2:54][CH3:55])[O:50][CH2:51][CH3:52])[CH:45]([CH3:47])[CH3:46])[CH2:35][C:36]1[CH:41]=[CH:40][C:39]([Cl:42])=[CH:38][CH:37]=1)[CH2:13][NH:14]C(=O)OCC1C2C=CC=CC=2C2C1=CC=CC=2)=[O:10])[C:2]1[CH:7]=[CH:6][CH:5]=[CH:4][CH:3]=1.C(NCC)C, predict the reaction product. The product is: [CH2:1]([O:8][C:9](=[O:10])[NH:11][CH:12]([C:32](=[O:57])[NH:33][CH:34]([C:43](=[O:56])[N:44]([CH2:48][CH:49]([O:50][CH2:51][CH3:52])[O:53][CH2:54][CH3:55])[CH:45]([CH3:47])[CH3:46])[CH2:35][C:36]1[CH:37]=[CH:38][C:39]([Cl:42])=[CH:40][CH:41]=1)[CH2:13][NH2:14])[C:2]1[CH:3]=[CH:4][CH:5]=[CH:6][CH:7]=1. (6) Given the reactants [H-].[Na+].[CH2:3](Br)[C:4]1[CH:9]=[CH:8][CH:7]=[CH:6][CH:5]=1.[ClH:11].[CH2:12]1[C:21]2[C:16](=[CH:17][CH:18]=[CH:19][CH:20]=2)[CH2:15][CH2:14][N:13]1[C:22]1[N:23]=[CH:24][CH:25]=[C:26]2[C:30]([CH3:31])=[C:29]([CH3:32])[NH:28][C:27]=12, predict the reaction product. The product is: [ClH:11].[CH2:3]([N:28]1[C:27]2=[C:22]([N:13]3[CH2:14][CH2:15][C:16]4[C:21](=[CH:20][CH:19]=[CH:18][CH:17]=4)[CH2:12]3)[N:23]=[CH:24][CH:25]=[C:26]2[C:30]([CH3:31])=[C:29]1[CH3:32])[C:4]1[CH:9]=[CH:8][CH:7]=[CH:6][CH:5]=1.